This data is from Catalyst prediction with 721,799 reactions and 888 catalyst types from USPTO. The task is: Predict which catalyst facilitates the given reaction. (1) Reactant: [NH2:1][C@H:2]1[CH2:7][CH2:6][C@H:5]([C:8]([O:10][CH3:11])=[O:9])[CH2:4][CH2:3]1.C(N(CC)CC)C.[C:19]([O:23][C:24](O[C:24]([O:23][C:19]([CH3:22])([CH3:21])[CH3:20])=[O:25])=[O:25])([CH3:22])([CH3:21])[CH3:20]. Product: [C:19]([O:23][C:24]([NH:1][C@H:2]1[CH2:3][CH2:4][C@H:5]([C:8]([O:10][CH3:11])=[O:9])[CH2:6][CH2:7]1)=[O:25])([CH3:22])([CH3:21])[CH3:20]. The catalyst class is: 5. (2) Reactant: [Cl:1][C:2]1[CH:7]=[C:6]([Cl:8])[CH:5]=[CH:4][C:3]=1[CH:9]1[CH:18]([C:19](O)=[O:20])[C:17]2[C:12](=[CH:13][CH:14]=[CH:15][CH:16]=2)[C:11](=[O:22])[N:10]1[CH:23]1[CH2:28][CH2:27][CH2:26][CH2:25][CH:24]1[NH:29][S:30]([CH3:33])(=[O:32])=[O:31].[C:34]1([CH2:40][S:41]([NH2:44])(=[O:43])=[O:42])[CH:39]=[CH:38][CH:37]=[CH:36][CH:35]=1.CCN=C=NCCCN(C)C.Cl.Cl. Product: [CH2:40]([S:41]([NH:44][C:19]([CH:18]1[C:17]2[C:12](=[CH:13][CH:14]=[CH:15][CH:16]=2)[C:11](=[O:22])[N:10]([CH:23]2[CH2:28][CH2:27][CH2:26][CH2:25][CH:24]2[NH:29][S:30]([CH3:33])(=[O:32])=[O:31])[CH:9]1[C:3]1[CH:4]=[CH:5][C:6]([Cl:8])=[CH:7][C:2]=1[Cl:1])=[O:20])(=[O:43])=[O:42])[C:34]1[CH:39]=[CH:38][CH:37]=[CH:36][CH:35]=1. The catalyst class is: 241. (3) Reactant: [O:1]=[C:2]1[CH2:6][CH2:5][CH2:4][N:3]1[CH2:7][CH2:8][O:9][CH2:10][C:11]1[CH:12]=[C:13]([CH:17]=[CH:18][N:19]=1)[C:14]([OH:16])=O.CN(C(ON1N=NC2C=CC=NC1=2)=[N+](C)C)C.F[P-](F)(F)(F)(F)F.C(N(C(C)C)C(C)C)C.[O:53]1[CH2:58][CH2:57][O:56][CH2:55][CH:54]1[C:59]1[C:67]2[S:66][C:65]([NH2:68])=[N:64][C:63]=2[C:62]([O:69][CH3:70])=[CH:61][CH:60]=1. Product: [O:53]1[CH2:58][CH2:57][O:56][CH2:55][CH:54]1[C:59]1[C:67]2[S:66][C:65]([NH:68][C:14](=[O:16])[C:13]3[CH:17]=[CH:18][N:19]=[C:11]([CH2:10][O:9][CH2:8][CH2:7][N:3]4[CH2:4][CH2:5][CH2:6][C:2]4=[O:1])[CH:12]=3)=[N:64][C:63]=2[C:62]([O:69][CH3:70])=[CH:61][CH:60]=1. The catalyst class is: 396. (4) Reactant: [CH2:1]([N:6]1[C:10](=[O:11])[CH2:9][S:8][CH:7]1[C:12]1[CH:17]=[CH:16][CH:15]=[CH:14][CH:13]=1)[CH2:2][CH:3]([CH3:5])[CH3:4].[Li+].CC([N-]C(C)C)C.[Li]CCCC.C(NC(C)C)(C)C.[C:38]([O:42][CH2:43][CH3:44])(=[O:41])[CH:39]=O.Cl. Product: [CH2:1]([N:6]1[C:10](=[O:11])[C:9](=[CH:39][C:38]([O:42][CH2:43][CH3:44])=[O:41])[S:8][CH:7]1[C:12]1[CH:17]=[CH:16][CH:15]=[CH:14][CH:13]=1)[CH2:2][CH:3]([CH3:5])[CH3:4]. The catalyst class is: 1.